The task is: Predict the reactants needed to synthesize the given product.. This data is from Full USPTO retrosynthesis dataset with 1.9M reactions from patents (1976-2016). (1) The reactants are: [F:1][C:2]1[CH:11]=[C:10]([NH:12][S:13]([C:16]2[CH:21]=[CH:20][C:19](I)=[CH:18][CH:17]=2)(=[O:15])=[O:14])[C:9]([F:23])=[CH:8][C:3]=1[C:4]([O:6][CH3:7])=[O:5].[O:24]1[CH2:29][CH:28]=[C:27](B2OC(C)(C)C(C)(C)O2)[CH2:26][CH2:25]1.C([O-])(=O)C.[K+]. Given the product [O:24]1[CH2:25][CH:26]=[C:27]([C:19]2[CH:20]=[CH:21][C:16]([S:13]([NH:12][C:10]3[C:9]([F:23])=[CH:8][C:3]([C:4]([O:6][CH3:7])=[O:5])=[C:2]([F:1])[CH:11]=3)(=[O:15])=[O:14])=[CH:17][CH:18]=2)[CH2:28][CH2:29]1, predict the reactants needed to synthesize it. (2) The reactants are: [C:12]([O:11][C:9](O[C:9]([O:11][C:12]([CH3:15])([CH3:14])[CH3:13])=[O:10])=[O:10])([CH3:15])([CH3:14])[CH3:13].Cl.[CH3:17][O:18][C:19]([CH:21]1[C:26](=[O:27])[CH2:25][CH2:24][NH:23][CH2:22]1)=[O:20].C(N(CC)CC)C. Given the product [CH3:17][O:18][C:19]([CH:21]1[C:26](=[O:27])[CH2:25][CH2:24][N:23]([C:9]([O:11][C:12]([CH3:13])([CH3:14])[CH3:15])=[O:10])[CH2:22]1)=[O:20], predict the reactants needed to synthesize it. (3) Given the product [N:45]12[CH2:52][CH2:51][CH:48]([CH2:49][CH2:50]1)[C@@H:47]([O:12][C:11](=[O:13])[CH:10]([NH:9][C:5]1[CH:6]=[CH:7][CH:8]=[C:3]([O:2][CH3:1])[CH:4]=1)[C:14]1[CH:19]=[CH:18][CH:17]=[CH:16][CH:15]=1)[CH2:46]2, predict the reactants needed to synthesize it. The reactants are: [CH3:1][O:2][C:3]1[CH:4]=[C:5]([NH:9][CH:10]([C:14]2[CH:19]=[CH:18][CH:17]=[CH:16][CH:15]=2)[C:11]([OH:13])=[O:12])[CH:6]=[CH:7][CH:8]=1.C1C=CC2N(O)N=NC=2C=1.C1CCC(N=C=NC2CCCCC2)CC1.[N:45]12[CH2:52][CH2:51][CH:48]([CH2:49][CH2:50]1)[C@@H:47](O)[CH2:46]2. (4) Given the product [CH2:67]([C:29](=[O:30])[C@H:5]1[O:4][C@@H:3]([N:31]2[CH:59]=[CH:58][C:35]([NH:36][C:37]([C:46]3[CH:47]=[CH:48][CH:49]=[CH:50][CH:51]=3)([C:52]3[CH:53]=[CH:54][CH:55]=[CH:56][CH:57]=3)[C:38]3[CH:43]=[CH:42][C:41]([O:44][CH3:45])=[CH:40][CH:39]=3)=[N:34][C:32]2=[O:33])[C:2]([F:1])([F:60])[C@@H:6]1[O:7][C:8]([C:23]1[CH:24]=[CH:25][CH:26]=[CH:27][CH:28]=1)([C:17]1[CH:18]=[CH:19][CH:20]=[CH:21][CH:22]=1)[C:9]1[CH:10]=[CH:11][C:12]([O:15][CH3:16])=[CH:13][CH:14]=1)[CH:63]=[CH2:64], predict the reactants needed to synthesize it. The reactants are: [F:1][C:2]1([F:60])[C@H:6]([O:7][C:8]([C:23]2[CH:28]=[CH:27][CH:26]=[CH:25][CH:24]=2)([C:17]2[CH:22]=[CH:21][CH:20]=[CH:19][CH:18]=2)[C:9]2[CH:14]=[CH:13][C:12]([O:15][CH3:16])=[CH:11][CH:10]=2)[C@@H:5]([CH:29]=[O:30])[O:4][C@H:3]1[N:31]1[CH:59]=[CH:58][C:35]([NH:36][C:37]([C:52]2[CH:57]=[CH:56][CH:55]=[CH:54][CH:53]=2)([C:46]2[CH:51]=[CH:50][CH:49]=[CH:48][CH:47]=2)[C:38]2[CH:43]=[CH:42][C:41]([O:44][CH3:45])=[CH:40][CH:39]=2)=[N:34][C:32]1=[O:33].N#N.[CH2:63]1[CH2:67]OC[CH2:64]1.